This data is from Experimentally validated miRNA-target interactions with 360,000+ pairs, plus equal number of negative samples. The task is: Binary Classification. Given a miRNA mature sequence and a target amino acid sequence, predict their likelihood of interaction. (1) The miRNA is hsa-miR-4802-5p with sequence UAUGGAGGUUCUAGACCAUGUU. The protein sequence of the target gene is MAQALLVPPGPESFRLFTRESLAAIEKRAAEEKAKKPKKEQDIDDENKPKPNSDLEAGKNLPFIYGDIPPEMVSEPLEDLDPYYVSKKTFVVLNKGKAIFRFSATSALYILTPLNPVRKIAIKILVHSLFSMLIMCTILTNCVFMTLSNPPDWTKNVEYTFTGIYTFESLIKILARGFCLEDFTFLRDPWNWLDFSVIVMAYVTEFVDLGNVSALRTFRVLRALKTISVIPGLKTIVGALIQSVKKLSDVMILTVFCLSVFALIGLQLFMGNLRNKCLQWPPSDSAFEINTTSYFNGTMD.... Result: 0 (no interaction). (2) The miRNA is hsa-miR-193a-3p with sequence AACUGGCCUACAAAGUCCCAGU. The protein sequence of the target gene is MSVLTPLLLRGLTGSARRLPVPRAKIHSLPPEGKLGIMELAVGLTSCFVTFLLPAGWILSHLETYRRPE. Result: 0 (no interaction). (3) The protein sequence of the target gene is MAGAPTVSLPELRSLLASGRARLFDVRSREEAAAGTIPGALNIPVSELESALQMEPAAFQALYSAEKPKLEDEHLVFFCQMGKRGLQATQLARSLGYTGARNYAGAYREWLEKES. The miRNA is hsa-miR-151a-3p with sequence CUAGACUGAAGCUCCUUGAGG. Result: 0 (no interaction). (4) The miRNA is hsa-miR-148a-3p with sequence UCAGUGCACUACAGAACUUUGU. The protein sequence of the target gene is MSVTYDDSVGVEVSSDSFWEVGNYKRTVKRIDDGHRLCSDLMNCLHERARIEKAYAQQLTEWARRWRQLVEKGPQYGTVEKAWMAFMSEAERVSELHLEVKASLMNDDFEKIKNWQKEAFHKQMMGGFKETKEAEDGFRKAQKPWAKKLKEVEAAKKAHHAACKEEKLAISREANSKADPSLNPEQLKKLQDKIEKCKQDVLKTKEKYEKSLKELDQGTPQYMENMEQVFEQCQQFEEKRLRFFREVLLEVQKHLDLSNVAGYKAIYHDLEQSIRAADAVEDLRWFRANHGPGMAMNWPQ.... Result: 0 (no interaction). (5) The miRNA is mmu-miR-669g with sequence UGCAUUGUAUGUGUUGACAUGAU. The protein sequence of the target gene is MVDLTQVMDDEVFMAFASYATIILSKMMLMSTATAFYRLTRKVFANPEDCVAFGKGENAKKYLRTDDRVERVRRAHLNDLENIIPFLGIGLLYSLSGPDPSTAILHFRLFVGARIYHTIAYLTPLPQPNRALSFFVGYGVTLSMAYRLLKSKLYL. Result: 0 (no interaction). (6) The miRNA is mmu-miR-3963 with sequence UGUAUCCCACUUCUGACAC. The protein sequence of the target gene is MLASGLLLVASVAFLSVLVLMSVWKQRKLSGKLPPGPTPLPFIGNYLQLNTEKMYSSLMKISQRYGPVFTIHLGPRRVVVLCGQEAVKEALVDQAEEFSGRGEQATFDWLFKGYGVAFSSGERAKQLRRFSIATLRDFGVGKRGIEERIQEEAGFLIESFRKTNGALIDPTFYLSRTVSNVISSIVFGDRFDYEDKEFLSLLRMMLGSFQFTATSTGQLYEMFSSVMKHLPGPQQQAFKELQGLEDFITKKVEQNQRTLDPNSPRDFIDSFLIRMLEEKKNPNTEFYMKNLVLTTLNLFF.... Result: 0 (no interaction).